Dataset: Forward reaction prediction with 1.9M reactions from USPTO patents (1976-2016). Task: Predict the product of the given reaction. (1) Given the reactants Br[CH2:2][CH2:3][O:4][C:5]1[CH:14]=[CH:13][CH:12]=[C:11]2[C:6]=1[CH:7]=[CH:8][C:9]([CH3:15])=[N:10]2.Cl.[N+:17]([C:20]1[CH:21]=[C:22]([CH:30]=[CH:31][CH:32]=1)[CH:23]=[C:24]1[CH2:29][CH2:28][NH:27][CH2:26][CH2:25]1)([O-:19])=[O:18].C(=O)([O-])[O-].[K+].[K+], predict the reaction product. The product is: [CH3:15][C:9]1[CH:8]=[CH:7][C:6]2[C:11](=[CH:12][CH:13]=[CH:14][C:5]=2[O:4][CH2:3][CH2:2][N:27]2[CH2:26][CH2:25][C:24](=[CH:23][C:22]3[CH:21]=[C:20]([N+:17]([O-:19])=[O:18])[CH:32]=[CH:31][CH:30]=3)[CH2:29][CH2:28]2)[N:10]=1. (2) Given the reactants [NH2:1][C:2]1[C:11]2[C:6](=[CH:7][C:8]([O:12][CH2:13][CH:14]3[CH2:19][CH2:18][NH:17][CH2:16][CH2:15]3)=[CH:9][CH:10]=2)[N:5]=[CH:4][N:3]=1.C([O-])([O-])=O.[K+].[K+].Cl[CH2:27][CH2:28][NH:29][C:30]1[C:39]2[C:34](=[CH:35][CH:36]=[CH:37][CH:38]=2)[N:33]=[CH:32][CH:31]=1, predict the reaction product. The product is: [NH2:1][C:2]1[C:11]2[C:6](=[CH:7][C:8]([O:12][CH2:13][CH:14]3[CH2:15][CH2:16][N:17]([CH2:27][CH2:28][NH:29][C:30]4[C:39]5[C:34](=[CH:35][CH:36]=[CH:37][CH:38]=5)[N:33]=[CH:32][CH:31]=4)[CH2:18][CH2:19]3)=[CH:9][CH:10]=2)[N:5]=[CH:4][N:3]=1. (3) The product is: [Cl:1][C:2]1[C:7]([N:8]2[CH2:13][C@@H:12]3[CH2:14][C@H:9]2[CH2:10][N:11]3[CH3:15])=[CH:6][C:5]([C:16]#[N:17])=[CH:4][C:3]=1[NH:18][C:19]1[N:24]=[C:23]([NH:25][CH2:26][CH3:27])[C:22]2=[N:37][CH:38]=[C:39]([C:40]#[N:41])[N:21]2[N:20]=1. Given the reactants [Cl:1][C:2]1[C:7]([N:8]2[CH2:13][C@@H:12]3[CH2:14][C@H:9]2[CH2:10][N:11]3[CH3:15])=[CH:6][C:5]([C:16]#[N:17])=[CH:4][C:3]=1[NH:18][C:19]1[N:24]=[C:23]([N:25](CC)[CH2:26][C:27]2C=CC(OC)=CC=2)[C:22]2=[N:37][CH:38]=[C:39]([C:40]#[N:41])[N:21]2[N:20]=1.C1(OC)C=CC=CC=1.C(O)(C(F)(F)F)=O, predict the reaction product. (4) Given the reactants C([O:3][C:4](=[O:36])[C:5]([CH2:21][C:22]1[CH:27]=[CH:26][C:25]([O:28][CH2:29][CH2:30][N:31]([CH2:34][CH3:35])[CH2:32][CH3:33])=[CH:24][CH:23]=1)([S:10]([C:13]1[CH:18]=[CH:17][C:16]([O:19][CH3:20])=[CH:15][CH:14]=1)(=[O:12])=[O:11])[CH2:6][CH2:7][CH2:8][CH3:9])C, predict the reaction product. The product is: [CH2:34]([N:31]([CH2:32][CH3:33])[CH2:30][CH2:29][O:28][C:25]1[CH:24]=[CH:23][C:22]([CH2:21][C:5]([S:10]([C:13]2[CH:14]=[CH:15][C:16]([O:19][CH3:20])=[CH:17][CH:18]=2)(=[O:11])=[O:12])([CH2:6][CH2:7][CH2:8][CH3:9])[C:4]([OH:36])=[O:3])=[CH:27][CH:26]=1)[CH3:35]. (5) Given the reactants [CH3:1][C:2]1[N:3]=[N:4][N:5]([CH2:7][C:8]2[CH:13]=[C:12]([C:14]([F:17])([F:16])[F:15])[CH:11]=[CH:10][C:9]=2/[CH:18]=[CH:19]/[C:20](O)=[O:21])[N:6]=1.[CH2:23]([C:25]1[O:26][C:27]([CH:30]2[CH2:35][CH2:34][NH:33][CH2:32][CH2:31]2)=[N:28][N:29]=1)[CH3:24], predict the reaction product. The product is: [CH2:23]([C:25]1[O:26][C:27]([CH:30]2[CH2:35][CH2:34][N:33]([C:20](=[O:21])/[CH:19]=[CH:18]/[C:9]3[CH:10]=[CH:11][C:12]([C:14]([F:15])([F:16])[F:17])=[CH:13][C:8]=3[CH2:7][N:5]3[N:4]=[N:3][C:2]([CH3:1])=[N:6]3)[CH2:32][CH2:31]2)=[N:28][N:29]=1)[CH3:24]. (6) Given the reactants COC(=O)C([CH2:21][C:22]1[CH:27]=[CH:26][N:25]=[CH:24][CH:23]=1)NC(=O)CN(S(C1C=CC(C)=CC=1)(=O)=O)C.[Na].[C:30]([NH:33][CH:34]([C:40]([O:42][CH2:43][CH3:44])=[O:41])[C:35]([O:37][CH2:38][CH3:39])=[O:36])(=[O:32])[CH3:31].Cl.N1C=CC(CCl)=CC=1, predict the reaction product. The product is: [N:25]1[CH:26]=[CH:27][C:22]([CH2:21][C:34]([NH:33][C:30](=[O:32])[CH3:31])([C:40]([O:42][CH2:43][CH3:44])=[O:41])[C:35]([O:37][CH2:38][CH3:39])=[O:36])=[CH:23][CH:24]=1.